This data is from Catalyst prediction with 721,799 reactions and 888 catalyst types from USPTO. The task is: Predict which catalyst facilitates the given reaction. Reactant: C([O:8][C@H:9]1[C@H:15]([O:16]CC2C=CC=CC=2)[C@@H:14]([O:24]CC2C=CC=CC=2)[C@:13]2([C:33]3[CH:38]=[CH:37][C:36]([Cl:39])=[C:35]([CH2:40][C:41]4[CH:46]=[CH:45][C:44]([O:47][CH2:48][CH3:49])=[C:43]([F:50])[C:42]=4[F:51])[CH:34]=3)[O:32][C@@:10]1([CH2:52][OH:53])[CH2:11][O:12]2)C1C=CC=CC=1.ClC1C=CC=CC=1Cl. Product: [Cl:39][C:36]1[CH:37]=[CH:38][C:33]([C@@:13]23[O:32][C@@:10]([CH2:52][OH:53])([CH2:11][O:12]2)[C@@H:9]([OH:8])[C@H:15]([OH:16])[C@H:14]3[OH:24])=[CH:34][C:35]=1[CH2:40][C:41]1[CH:46]=[CH:45][C:44]([O:47][CH2:48][CH3:49])=[C:43]([F:50])[C:42]=1[F:51]. The catalyst class is: 45.